The task is: Predict the reaction yield, written as a fraction of the theoretical maximum amount of product (1.0 means a 100% yield; for example, 0.34 means a 34% yield).. This data is from Reaction yield outcomes from USPTO patents with 853,638 reactions. The reactants are [CH3:1][S:2][C:3]1[CH:4]=[CH:5][C:6]([N+:9]([O-])=O)=[N:7][CH:8]=1. The catalyst is C(O)(=O)C.Cl.[Zn]. The product is [NH2:9][C:6]1[CH:5]=[CH:4][C:3]([S:2][CH3:1])=[CH:8][N:7]=1. The yield is 0.640.